This data is from Catalyst prediction with 721,799 reactions and 888 catalyst types from USPTO. The task is: Predict which catalyst facilitates the given reaction. (1) Reactant: [Cl:1][C:2]1[CH:3]=[CH:4][C:5]2[N:6]([CH:8]=[C:9]([CH2:11][C:12]([OH:14])=[O:13])[N:10]=2)[CH:7]=1.[F:15][C:16]1[CH:21]=[CH:20][C:19]([C:22](=O)[CH3:23])=[C:18](O)[CH:17]=1.Cl.CN(C)CCCN=C=NCC.C(N(CC)CC)C. Product: [Cl:1][C:2]1[CH:3]=[CH:4][C:5]2[N:6]([CH:8]=[C:9]([C:11]3[C:12](=[O:14])[O:13][C:18]4[C:19]([C:22]=3[CH3:23])=[CH:20][CH:21]=[C:16]([F:15])[CH:17]=4)[N:10]=2)[CH:7]=1. The catalyst class is: 143. (2) Reactant: [CH:1]1([NH:4][CH:5]([C:7]2[CH:16]=[CH:15][C:10]([C:11]([O:13][CH3:14])=[O:12])=[C:9]([O:17][CH2:18][CH2:19][CH2:20][O:21][CH3:22])[CH:8]=2)[CH3:6])[CH2:3][CH2:2]1.[C:23](O[C:23]([O:25][C:26]([CH3:29])([CH3:28])[CH3:27])=[O:24])([O:25][C:26]([CH3:29])([CH3:28])[CH3:27])=[O:24].C(N(CC)CC)C.O. Product: [C:26]([O:25][C:23]([N:4]([CH:1]1[CH2:2][CH2:3]1)[CH:5]([C:7]1[CH:16]=[CH:15][C:10]([C:11]([O:13][CH3:14])=[O:12])=[C:9]([O:17][CH2:18][CH2:19][CH2:20][O:21][CH3:22])[CH:8]=1)[CH3:6])=[O:24])([CH3:29])([CH3:28])[CH3:27]. The catalyst class is: 22. (3) Reactant: [CH3:1][O:2][CH2:3][CH2:4][O:5][CH2:6][CH2:7][O:8][CH2:9][CH2:10][O:11][C@H:12]1[CH2:16][CH2:15][NH:14][CH2:13]1.[CH2:17]([O:24][C:25]([NH:27][C@@H:28]([C:32]1[CH:37]=[CH:36][CH:35]=[CH:34][CH:33]=1)[C:29](O)=[O:30])=[O:26])[C:18]1[CH:23]=[CH:22][CH:21]=[CH:20][CH:19]=1.CCN(C(C)C)C(C)C.F[B-](F)(F)F.N1(OC(N(C)C)=[N+](C)C)C2C=CC=CC=2N=N1. Product: [CH2:17]([O:24][C:25](=[O:26])[NH:27][C@@H:28]([C:32]1[CH:37]=[CH:36][CH:35]=[CH:34][CH:33]=1)[C:29]([N:14]1[CH2:15][CH2:16][C@H:12]([O:11][CH2:10][CH2:9][O:8][CH2:7][CH2:6][O:5][CH2:4][CH2:3][O:2][CH3:1])[CH2:13]1)=[O:30])[C:18]1[CH:19]=[CH:20][CH:21]=[CH:22][CH:23]=1. The catalyst class is: 10. (4) Reactant: [Cl-].[CH2:2]([N+:12]([CH2:15][CH2:16][CH2:17][CH2:18][CH2:19][CH2:20][CH2:21][CH2:22][CH2:23][CH3:24])([CH3:14])[CH3:13])[CH2:3][CH2:4][CH2:5][CH2:6][CH2:7][CH2:8][CH2:9][CH2:10][CH3:11].C(Cl)(Cl)Cl.[C:29]([O-:38])(=[O:37])[C:30]1[C:31](=[CH:33][CH:34]=[CH:35][CH:36]=1)[OH:32].[Na+]. Product: [C:29]([O-:38])(=[O:37])[C:30]1[C:31](=[CH:33][CH:34]=[CH:35][CH:36]=1)[OH:32].[CH2:15]([N+:12]([CH2:2][CH2:3][CH2:4][CH2:5][CH2:6][CH2:7][CH2:8][CH2:9][CH2:10][CH3:11])([CH3:14])[CH3:13])[CH2:16][CH2:17][CH2:18][CH2:19][CH2:20][CH2:21][CH2:22][CH2:23][CH3:24]. The catalyst class is: 6. (5) Reactant: Cl[C:2]1[CH:7]=[C:6]([N:8]2[C:12]3[CH:13]=[C:14]([F:17])[CH:15]=[CH:16][C:11]=3[N:10]=[C:9]2[CH3:18])[N:5]=[C:4]([N:19]([C:22]2[CH:27]=[CH:26][C:25]([O:28][CH3:29])=[CH:24][CH:23]=2)C=O)[N:3]=1.[OH-].[NH4+:31]. Product: [F:17][C:14]1[CH:15]=[CH:16][C:11]2[N:10]=[C:9]([CH3:18])[N:8]([C:6]3[N:5]=[C:4]([NH:19][C:22]4[CH:23]=[CH:24][C:25]([O:28][CH3:29])=[CH:26][CH:27]=4)[N:3]=[C:2]([NH2:31])[CH:7]=3)[C:12]=2[CH:13]=1. The catalyst class is: 16. (6) Reactant: [CH2:1]([C:3]1[CH:4]=[C:5]2[C:10](=[CH:11][C:12]=1[OH:13])[O:9][CH:8]=[C:7]([C:14]1[CH:19]=[CH:18][CH:17]=[CH:16][CH:15]=1)[C:6]2=O)[CH3:2].O.[NH2:22][NH2:23]. Product: [CH2:1]([C:3]1[CH:4]=[C:5]([C:6]2[C:7]([C:14]3[CH:19]=[CH:18][CH:17]=[CH:16][CH:15]=3)=[CH:8][NH:23][N:22]=2)[C:10]([OH:9])=[CH:11][C:12]=1[OH:13])[CH3:2]. The catalyst class is: 8. (7) Reactant: [F:1][C:2]1[CH:3]=[C:4]([OH:8])[CH:5]=[CH:6][CH:7]=1.Br[C:10]([CH3:17])([CH3:16])[C:11]([O:13][CH2:14][CH3:15])=[O:12].C([O-])([O-])=O.[K+].[K+].O. Product: [F:1][C:2]1[CH:3]=[C:4]([CH:5]=[CH:6][CH:7]=1)[O:8][C:10]([CH3:17])([CH3:16])[C:11]([O:13][CH2:14][CH3:15])=[O:12]. The catalyst class is: 21.